This data is from Forward reaction prediction with 1.9M reactions from USPTO patents (1976-2016). The task is: Predict the product of the given reaction. (1) Given the reactants [C:1]([C:3]1[CH:4]=[C:5]([CH:9]=[C:10]([O:12][C:13]([F:16])([F:15])[F:14])[CH:11]=1)C(O)=O)#[N:2].[NH:17]=[C:18](OC)[C:19]1C=C([CH:25]=[C:26](OC(F)(F)F)[CH:27]=1)C(O)=O.C(Cl)(=O)C(Cl)=O.C([N:43](CC)CC)C.[CH3:48][N:49](C)[CH:50]=[O:51], predict the reaction product. The product is: [C:1]([C:3]1[CH:4]=[C:5]([C:50]2[O:51][N:43]=[C:48]([C:25]3[CH:26]=[CH:27][CH:19]=[CH:18][N:17]=3)[N:49]=2)[CH:9]=[C:10]([O:12][C:13]([F:14])([F:15])[F:16])[CH:11]=1)#[N:2]. (2) Given the reactants Cl[C:2]1[CH:3]=[C:4]2[C:14]3[C:9](=[CH:10][N:11]=[C:12]([C:15]4[CH:16]=[N:17][CH:18]=[CH:19][CH:20]=4)[CH:13]=3)[NH:8][C:5]2=[N:6][CH:7]=1.C(P(C(C)(C)C)C1C=CC=CC=1C1C(C(C)C)=CC(C(C)C)=CC=1C(C)C)(C)(C)C.CC(C)([O-])C.[K+].[NH:57]1[CH2:62][CH2:61][O:60][CH2:59][CH2:58]1, predict the reaction product. The product is: [N:57]1([C:2]2[CH:3]=[C:4]3[C:14]4[C:9](=[CH:10][N:11]=[C:12]([C:15]5[CH:16]=[N:17][CH:18]=[CH:19][CH:20]=5)[CH:13]=4)[NH:8][C:5]3=[N:6][CH:7]=2)[CH2:62][CH2:61][O:60][CH2:59][CH2:58]1. (3) The product is: [F:24][C:21]([F:22])([F:23])[C:13]1[CH:12]=[C:11]([C@H:8]2[O:7][C:6](=[O:25])[N:5]([CH2:4][C:3]3[CH:26]=[C:27]([O:30][C:31]([F:34])([F:33])[F:32])[CH:28]=[CH:29][C:2]=3[NH:1][CH2:35][C@H:37]3[CH2:38][CH2:39][C@H:40]([CH2:43][C:44]([O:46][CH2:47][CH3:48])=[O:45])[CH2:41][CH2:42]3)[C@H:9]2[CH3:10])[CH:16]=[C:15]([C:17]([F:19])([F:20])[F:18])[CH:14]=1. Given the reactants [NH2:1][C:2]1[CH:29]=[CH:28][C:27]([O:30][C:31]([F:34])([F:33])[F:32])=[CH:26][C:3]=1[CH2:4][N:5]1[C@@H:9]([CH3:10])[C@@H:8]([C:11]2[CH:16]=[C:15]([C:17]([F:20])([F:19])[F:18])[CH:14]=[C:13]([C:21]([F:24])([F:23])[F:22])[CH:12]=2)[O:7][C:6]1=[O:25].[CH:35]([C@H:37]1[CH2:42][CH2:41][C@H:40]([CH2:43][C:44]([O:46][CH2:47][CH3:48])=[O:45])[CH2:39][CH2:38]1)=O.[BH4-].[Na+], predict the reaction product. (4) Given the reactants [OH:1][CH2:2][CH2:3][CH2:4][CH2:5][CH2:6][CH2:7][CH2:8][CH2:9][O:10][C:11]1[CH:18]=[CH:17][C:14]([CH:15]=O)=[CH:13][CH:12]=1.[CH3:19][O:20][C:21]1[CH:22]=[C:23]([CH2:29][C:30]#[N:31])[CH:24]=[CH:25][C:26]=1[O:27][CH3:28], predict the reaction product. The product is: [CH3:19][O:20][C:21]1[CH:22]=[C:23](/[C:29](=[CH:15]/[C:14]2[CH:17]=[CH:18][C:11]([O:10][CH2:9][CH2:8][CH2:7][CH2:6][CH2:5][CH2:4][CH2:3][CH2:2][OH:1])=[CH:12][CH:13]=2)/[C:30]#[N:31])[CH:24]=[CH:25][C:26]=1[O:27][CH3:28]. (5) Given the reactants [CH:1]1([NH:4][C:5](=[O:45])[NH:6][C:7]2[CH:43]=[CH:42][C:10]([O:11][C:12]3[CH:17]=[CH:16][N:15]=[C:14]4[CH:18]=[C:19]([C:21]5[N:26]=[CH:25][C:24]([CH2:27][N:28]([CH2:36][CH2:37][S:38]([CH3:41])(=[O:40])=[O:39])C(=O)OC(C)(C)C)=[CH:23][CH:22]=5)[S:20][C:13]=34)=[C:9]([F:44])[CH:8]=2)[CH2:3][CH2:2]1.C(O)(C(F)(F)F)=O, predict the reaction product. The product is: [CH:1]1([NH:4][C:5]([NH:6][C:7]2[CH:43]=[CH:42][C:10]([O:11][C:12]3[CH:17]=[CH:16][N:15]=[C:14]4[CH:18]=[C:19]([C:21]5[CH:22]=[CH:23][C:24]([CH2:27][NH:28][CH2:36][CH2:37][S:38]([CH3:41])(=[O:39])=[O:40])=[CH:25][N:26]=5)[S:20][C:13]=34)=[C:9]([F:44])[CH:8]=2)=[O:45])[CH2:3][CH2:2]1. (6) Given the reactants [CH3:1][O:2][C:3](=[O:66])[C@@H:4]([NH:20][C:21]([C@@H:23]1[CH2:32][C:31]2[CH:30]=[C:29]3[O:33][CH2:34][C@@H:35]([C:37]4[CH:42]=[CH:41][C:40]([O:43][CH2:44][C:45]5[CH:50]=[CH:49][C:48]([Cl:51])=[C:47]([Cl:52])[CH:46]=5)=[CH:39][CH:38]=4)[O:36][C:28]3=[CH:27][C:26]=2[CH2:25][N:24]1[S:53]([C:56]1[S:60][C:59]([NH:61][C:62](=[O:64])[CH3:63])=[N:58][C:57]=1[CH3:65])(=[O:55])=[O:54])=[O:22])[CH2:5][C:6]1[CH:11]=[CH:10][C:9]([C:12]2[CH:17]=[CH:16][C:15]([C:18]#[N:19])=[CH:14][CH:13]=2)=[CH:8][CH:7]=1.[CH2:67](I)[CH3:68], predict the reaction product. The product is: [CH3:1][O:2][C:3](=[O:66])[C@@H:4]([NH:20][C:21]([C@@H:23]1[CH2:32][C:31]2[CH:30]=[C:29]3[O:33][CH2:34][C@@H:35]([C:37]4[CH:38]=[CH:39][C:40]([O:43][CH2:44][C:45]5[CH:50]=[CH:49][C:48]([Cl:51])=[C:47]([Cl:52])[CH:46]=5)=[CH:41][CH:42]=4)[O:36][C:28]3=[CH:27][C:26]=2[CH2:25][N:24]1[S:53]([C:56]1[S:60][C:59]([N:61]([C:62](=[O:64])[CH3:63])[CH2:67][CH3:68])=[N:58][C:57]=1[CH3:65])(=[O:55])=[O:54])=[O:22])[CH2:5][C:6]1[CH:7]=[CH:8][C:9]([C:12]2[CH:17]=[CH:16][C:15]([C:18]#[N:19])=[CH:14][CH:13]=2)=[CH:10][CH:11]=1. (7) The product is: [NH:23]1[CH2:24][CH:21]([O:20][C:17]2[CH:18]=[C:19]3[C:14](=[CH:15][C:16]=2[O:68][CH2:52][CH2:53][O:56][CH3:57])[N:13]=[CH:12][N:11]=[C:10]3[NH:9][C:4]2[CH:5]=[CH:6][C:7]([F:8])=[C:2]([Cl:1])[C:3]=2[F:36])[CH2:22]1. Given the reactants [Cl:1][C:2]1[C:3]([F:36])=[C:4]([NH:9][C:10]2[C:19]3[C:14](=[CH:15][C:16](CCOC)=[C:17]([O:20][CH:21]4[CH2:24][N:23](C(OC(C)(C)C)=O)[CH2:22]4)[CH:18]=3)[N:13]=[CH:12][N:11]=2)[CH:5]=[CH:6][C:7]=1[F:8].ClC1C(F)=C(NC2C3C(=C[C:52]([OH:68])=[C:53]([O:56][CH:57]4CN(C(OC(C)(C)C)=O)C4)C=3)N=CN=2)C=CC=1F, predict the reaction product. (8) Given the reactants [Cl:1][CH2:2][C:3](Cl)=[O:4].[CH2:6]([NH2:10])[CH2:7][CH2:8][CH3:9].C([O-])([O-])=O.[K+].[K+], predict the reaction product. The product is: [CH2:6]([NH:10][C:3](=[O:4])[CH2:2][Cl:1])[CH2:7][CH2:8][CH3:9]. (9) Given the reactants [Br:1][C:2]1[CH:3]=[C:4]([CH:7]=[CH:8][C:9]=1[OH:10])[C:5]#[N:6].CCN(C(C)C)C(C)C.Cl[CH2:21][O:22][CH2:23][CH2:24][O:25][CH3:26], predict the reaction product. The product is: [Br:1][C:2]1[CH:3]=[C:4]([CH:7]=[CH:8][C:9]=1[O:10][CH2:21][O:22][CH2:23][CH2:24][O:25][CH3:26])[C:5]#[N:6]. (10) Given the reactants [F:1][C:2]([F:20])([F:19])[C:3](O)=[CH:4][C:5]([C:7]1[CH:17]=[CH:16][C:10]2[O:11][CH2:12][C:13](=[O:15])[NH:14][C:9]=2[CH:8]=1)=O.Cl.[CH2:22]([C:24]1[CH:29]=[CH:28][C:27]([NH:30][NH2:31])=[CH:26][CH:25]=1)[CH3:23], predict the reaction product. The product is: [CH2:22]([C:24]1[CH:29]=[CH:28][C:27]([N:30]2[C:5]([C:7]3[CH:17]=[CH:16][C:10]4[O:11][CH2:12][C:13](=[O:15])[NH:14][C:9]=4[CH:8]=3)=[CH:4][C:3]([C:2]([F:20])([F:19])[F:1])=[N:31]2)=[CH:26][CH:25]=1)[CH3:23].